Dataset: Full USPTO retrosynthesis dataset with 1.9M reactions from patents (1976-2016). Task: Predict the reactants needed to synthesize the given product. (1) Given the product [O:24]=[C:23]1[C:22]2[C:21](=[CH:28][CH:27]=[CH:26][CH:25]=2)[C:20](=[O:29])[N:19]1[O:18][CH:12]([C:43]1[CH:44]=[CH:45][CH:46]=[CH:47][CH:48]=1)[CH2:2][CH2:3][N:4]([CH3:51])[C:5](=[O:11])[O:6][C:7]([CH3:8])([CH3:9])[CH3:10], predict the reactants needed to synthesize it. The reactants are: O[CH:2]([C:12]1C=CC=CC=1)[CH2:3][NH:4][C:5](=[O:11])[O:6][C:7]([CH3:10])([CH3:9])[CH3:8].[OH:18][N:19]1[C:23](=[O:24])[C:22]2=[CH:25][CH:26]=[CH:27][CH:28]=[C:21]2[C:20]1=[O:29].[C:43]1(P([C:43]2[CH:48]=[CH:47][CH:46]=[CH:45][CH:44]=2)[C:43]2[CH:48]=[CH:47][CH:46]=[CH:45][CH:44]=2)[CH:48]=[CH:47][CH:46]=[CH:45][CH:44]=1.N(C(OCC)=O)=N[C:51](OCC)=O. (2) The reactants are: Cl[C:2]1[N:10]=[C:9](Cl)[CH:8]=[CH:7][C:3]=1[C:4]([NH2:6])=[O:5].[NH2:12][C:13]1[CH:18]=[CH:17][C:16]([NH:19][C:20](=[O:25])[C:21]([CH3:24])([CH3:23])[CH3:22])=[CH:15][CH:14]=1.C(O[C:31](=[O:38])[NH:32][C@@H:33]1[CH2:37][CH2:36][NH:35][CH2:34]1)(C)(C)C.[C:39](O)(=O)[CH:40]=C. Given the product [C:31]([NH:32][C@H:33]1[CH2:37][CH2:36][N:35]([C:2]2[N:10]=[C:9]([NH:12][C:13]3[CH:14]=[CH:15][C:16]([NH:19][C:20](=[O:25])[C:21]([CH3:22])([CH3:24])[CH3:23])=[CH:17][CH:18]=3)[CH:8]=[CH:7][C:3]=2[C:4]([NH2:6])=[O:5])[CH2:34]1)(=[O:38])[CH:39]=[CH2:40], predict the reactants needed to synthesize it. (3) Given the product [Cl:1][C:2]1[CH:7]=[C:6]2[NH:8][C:9](=[O:41])[C:10]3([CH:15]([C:16]4[CH:21]=[C:20]([Cl:22])[CH:19]=[CH:18][C:17]=4[O:23][CH2:24][CH:25]([C:27]([OH:29])=[O:28])[CH3:26])[CH2:14][C:13](=[O:32])[NH:12][CH:11]3[C:33]3[CH:38]=[C:37]([F:39])[CH:36]=[CH:35][C:34]=3[F:40])[C:5]2=[CH:4][CH:3]=1, predict the reactants needed to synthesize it. The reactants are: [Cl:1][C:2]1[CH:7]=[C:6]2[NH:8][C:9](=[O:41])[C:10]3([CH:15]([C:16]4[CH:21]=[C:20]([Cl:22])[CH:19]=[CH:18][C:17]=4[O:23][CH2:24][CH:25]([C:27]([O:29]CC)=[O:28])[CH3:26])[CH2:14][C:13](=[O:32])[NH:12][CH:11]3[C:33]3[CH:38]=[C:37]([F:39])[CH:36]=[CH:35][C:34]=3[F:40])[C:5]2=[CH:4][CH:3]=1.[OH-].[Na+].O. (4) Given the product [CH3:14][O:13][C:11](=[O:12])[C:10]1[CH:9]=[CH:8][C:7]([CH:2]([O:1][C:61]2[CH:62]=[C:63]([CH3:64])[C:58]([C:55]3[CH:56]=[CH:57][C:52]([C:48]([CH3:50])([CH3:49])[CH3:51])=[CH:53][CH:54]=3)=[C:59]([CH3:66])[CH:60]=2)[CH2:3][CH:4]([CH3:6])[CH3:5])=[CH:16][CH:15]=1, predict the reactants needed to synthesize it. The reactants are: [OH:1][CH:2]([C:7]1[CH:16]=[CH:15][C:10]([C:11]([O:13][CH3:14])=[O:12])=[CH:9][CH:8]=1)[CH2:3][CH:4]([CH3:6])[CH3:5].N(C(N1CCCCC1)=O)=NC(N1CCCCC1)=O.C(P(CCCC)CCCC)CCC.[C:48]([C:52]1[CH:57]=[CH:56][C:55]([C:58]2[C:63]([CH3:64])=[CH:62][C:61](O)=[CH:60][C:59]=2[CH3:66])=[CH:54][CH:53]=1)([CH3:51])([CH3:50])[CH3:49]. (5) The reactants are: Cl[C:2]1[N:3]=[CH:4][C:5]([CH2:15][O:16][C:17]2[CH:18]=[C:19]([C@H:23]([CH:30]3[CH2:32][CH2:31]3)[CH2:24][C:25]([O:27][CH2:28][CH3:29])=[O:26])[CH:20]=[CH:21][CH:22]=2)=[N:6][C:7]=1[C:8]1[C:12]([CH3:14])([CH3:13])[CH2:11][CH2:10][CH:9]=1.[F:33][C:34]1[C:35](B(O)O)=[CH:36][C:37]([O:40][CH3:41])=[N:38][CH:39]=1. Given the product [CH:30]1([C@@H:23]([C:19]2[CH:20]=[CH:21][CH:22]=[C:17]([O:16][CH2:15][C:5]3[CH:4]=[N:3][C:2]([C:35]4[C:34]([F:33])=[CH:39][N:38]=[C:37]([O:40][CH3:41])[CH:36]=4)=[C:7]([C:8]4[C:12]([CH3:14])([CH3:13])[CH2:11][CH2:10][CH:9]=4)[N:6]=3)[CH:18]=2)[CH2:24][C:25]([O:27][CH2:28][CH3:29])=[O:26])[CH2:32][CH2:31]1, predict the reactants needed to synthesize it. (6) Given the product [OH:1][CH:2]([CH2:3][CH2:4][CH2:5][CH2:6][CH2:7][C:8]([O:10][CH:11]1[CH2:12][CH2:13][CH2:14][CH2:15][CH2:16]1)=[O:9])[CH2:17][CH2:18][CH2:19][CH2:20][CH2:21][C:22]([O:24][CH:25]1[CH2:26][CH2:27][CH2:28][CH2:29][CH2:30]1)=[O:23], predict the reactants needed to synthesize it. The reactants are: [O:1]=[C:2]([CH2:17][CH2:18][CH2:19][CH2:20][CH2:21][C:22]([O:24][CH:25]1[CH2:30][CH2:29][CH2:28][CH2:27][CH2:26]1)=[O:23])[CH2:3][CH2:4][CH2:5][CH2:6][CH2:7][C:8]([O:10][CH:11]1[CH2:16][CH2:15][CH2:14][CH2:13][CH2:12]1)=[O:9].[BH4-].[Na+].